Predict the reactants needed to synthesize the given product. From a dataset of Full USPTO retrosynthesis dataset with 1.9M reactions from patents (1976-2016). (1) Given the product [C:29]([O:28][C:26]([C:25]1[C:24]([O:34][CH2:35][C:36]2[CH:41]=[CH:40][CH:39]=[CH:38][CH:37]=2)=[C:23]([OH:22])[N:14]=[C:12]([CH2:11][C:6]2[CH:7]=[CH:8][CH:9]=[CH:10][C:5]=2[C:15]2[CH:16]=[CH:17][CH:18]=[CH:19][CH:20]=2)[N:13]=1)=[O:27])([CH3:32])([CH3:30])[CH3:31], predict the reactants needed to synthesize it. The reactants are: C(O)(=O)C.[C:5]1([C:15]2[CH:20]=[CH:19][CH:18]=[CH:17][CH:16]=2)[CH:10]=[CH:9][CH:8]=[CH:7][C:6]=1[CH2:11][C:12]([NH2:14])=[NH:13].C[O:22][C:23](=O)/[C:24](/[O:34][CH2:35][C:36]1[CH:41]=[CH:40][CH:39]=[CH:38][CH:37]=1)=[C:25](\O)/[C:26]([O:28][C:29]([CH3:32])([CH3:31])[CH3:30])=[O:27].C[O-].[Na+]. (2) Given the product [CH:11]1([C:8]2[O:9][CH:10]=[C:6]([CH2:5][C:4]([OH:17])=[O:3])[N:7]=2)[CH2:12][CH2:13][CH2:14][CH2:15][CH2:16]1, predict the reactants needed to synthesize it. The reactants are: C([O:3][C:4](=[O:17])[CH2:5][C:6]1[N:7]=[C:8]([CH:11]2[CH2:16][CH2:15][CH2:14][CH2:13][CH2:12]2)[O:9][CH:10]=1)C.O[Li].O. (3) Given the product [N:58]1([CH2:57][CH2:56][NH:55][C:19]([C:15]2[C:14]([CH3:22])=[C:13](/[CH:12]=[C:5]3\[C:6](=[O:11])[NH:7][C:8]4[C:4]\3=[CH:3][C:2]([F:1])=[CH:10][CH:9]=4)[NH:17][C:16]=2[CH3:18])=[O:21])[CH2:62][CH2:61][CH2:60][CH2:59]1, predict the reactants needed to synthesize it. The reactants are: [F:1][C:2]1[CH:3]=[C:4]2[C:8](=[CH:9][CH:10]=1)[NH:7][C:6](=[O:11])/[C:5]/2=[CH:12]\[C:13]1[NH:17][C:16]([CH3:18])=[C:15]([C:19]([OH:21])=O)[C:14]=1[CH3:22].CN(C)C=O.F[P-](F)(F)(F)(F)F.N1(O[P+](N(C)C)(N(C)C)N(C)C)C2C=CC=CC=2N=N1.[NH2:55][CH2:56][CH2:57][N:58]1[CH2:62][CH2:61][CH2:60][CH2:59]1. (4) Given the product [Cl:1][C:2]1[N:3]=[C:4]([NH:18][C:19]2[CH:24]=[CH:23][C:22]([O:25][CH3:26])=[C:21]([Cl:27])[CH:20]=2)[N:5]=[C:6]([NH:8][CH:9]2[CH2:14][CH2:13][CH2:12][CH2:29][CH2:11][CH2:10]2)[N:7]=1, predict the reactants needed to synthesize it. The reactants are: [Cl:1][C:2]1[N:7]=[C:6]([NH:8][C:9]2[CH:14]=[CH:13][C:12](OC)=[C:11](Cl)[CH:10]=2)[N:5]=[C:4]([NH:18][C:19]2[CH:24]=[CH:23][C:22]([O:25][CH3:26])=[C:21]([Cl:27])[CH:20]=2)[N:3]=1.Cl[C:29]1C=C(NC2N=C(Cl)N=C(Cl)N=2)C=CC=1OC.[OH-].[Na+]. (5) The reactants are: [Br:1][C:2]1[CH:3]=[C:4]([C:7]2[CH:11]=[CH:10][NH:9][N:8]=2)[S:5][CH:6]=1.[H-].[Na+].[CH:14](I)([CH3:16])[CH3:15].O. Given the product [Br:1][C:2]1[CH:3]=[C:4]([C:7]2[CH:11]=[CH:10][N:9]([CH:14]([CH3:16])[CH3:15])[N:8]=2)[S:5][CH:6]=1, predict the reactants needed to synthesize it. (6) Given the product [CH:12]1[C:13]2[C:8](=[CH:7][CH:6]=[CH:15][CH:14]=2)[CH:9]=[CH:10][C:11]=1[C:3]#[C:2][CH2:1][OH:4], predict the reactants needed to synthesize it. The reactants are: [CH2:1]([OH:4])[C:2]#[CH:3].I[C:6]1[CH:15]=[CH:14][C:13]2[C:8](=[CH:9][CH:10]=[CH:11][CH:12]=2)[CH:7]=1.C(N(CC)CC)C. (7) Given the product [C:1]1([CH3:49])[CH:6]=[CH:5][C:4]([C:7]2[N:8]=[C:9]3[CH:22]=[C:21]([CH2:30][CH2:31][CH2:32][CH2:33][C:34]([NH:36][CH2:37][C:38]([OH:40])=[O:39])=[O:35])[NH:20][C:10]3=[N:11][C:12]=2[C:13]2[CH:14]=[CH:15][C:16]([CH3:19])=[CH:17][CH:18]=2)=[CH:3][CH:2]=1, predict the reactants needed to synthesize it. The reactants are: [C:1]1([CH3:49])[CH:6]=[CH:5][C:4]([C:7]2[N:8]=[C:9]3[C:22](C4C=CC(C)=CC=4)=[C:21]([CH2:30][CH2:31][CH2:32][CH2:33][C:34]([NH:36][CH2:37][C:38]([O:40]C)=[O:39])=[O:35])[N:20](C4C=CC(C)=CC=4)[C:10]3=[N:11][C:12]=2[C:13]2[CH:18]=[CH:17][C:16]([CH3:19])=[CH:15][CH:14]=2)=[CH:3][CH:2]=1.[Li+].[OH-].Cl. (8) Given the product [CH3:16][O:17][C:18]1[CH:19]=[C:20]([CH2:26][CH2:27][NH:28][C:9](=[O:11])[CH2:8][C:5]2[CH:4]=[CH:3][C:2]([CH3:1])=[CH:7][CH:6]=2)[CH:21]=[CH:22][C:23]=1[O:24][CH3:25], predict the reactants needed to synthesize it. The reactants are: [CH3:1][C:2]1[CH:7]=[CH:6][C:5]([CH2:8][C:9]([OH:11])=O)=[CH:4][CH:3]=1.S(Cl)(Cl)=O.[CH3:16][O:17][C:18]1[CH:19]=[C:20]([CH2:26][CH2:27][NH2:28])[CH:21]=[CH:22][C:23]=1[O:24][CH3:25].C(N(C(C)C)CC)(C)C. (9) Given the product [CH3:1][O:2][C:3]1[CH:4]=[C:5]([C:9]#[C:10][CH:11]=[O:12])[CH:6]=[CH:7][CH:8]=1, predict the reactants needed to synthesize it. The reactants are: [CH3:1][O:2][C:3]1[CH:4]=[C:5]([C:9]#[C:10][CH2:11][OH:12])[CH:6]=[CH:7][CH:8]=1. (10) The reactants are: [N+:1]([C:4]1[CH:9]=[CH:8][CH:7]=[CH:6][C:5]=1[NH:10][C:11]1[CH:12]=[C:13]([CH:23]=[CH:24][CH:25]=1)[CH2:14][NH:15][C:16](=[O:22])[O:17][C:18]([CH3:21])([CH3:20])[CH3:19])([O-])=O. Given the product [NH2:1][C:4]1[CH:9]=[CH:8][CH:7]=[CH:6][C:5]=1[NH:10][C:11]1[CH:12]=[C:13]([CH:23]=[CH:24][CH:25]=1)[CH2:14][NH:15][C:16](=[O:22])[O:17][C:18]([CH3:20])([CH3:21])[CH3:19], predict the reactants needed to synthesize it.